This data is from Catalyst prediction with 721,799 reactions and 888 catalyst types from USPTO. The task is: Predict which catalyst facilitates the given reaction. Reactant: C[O:2][C:3](=[O:53])[C@@H:4]([NH:20][C:21]([C@@H:23]1[CH2:32][C:31]2[CH:30]=[C:29]3[O:33][CH2:34][C@@H:35]([C:37]4[CH:42]=[CH:41][C:40]([O:43][CH2:44][C:45]5[CH:50]=[CH:49][C:48]([Cl:51])=[C:47]([Cl:52])[CH:46]=5)=[CH:39][CH:38]=4)[O:36][C:28]3=[CH:27][C:26]=2[CH2:25][NH:24]1)=[O:22])[CH2:5][C:6]1[CH:11]=[CH:10][C:9]([C:12]2[CH:17]=[CH:16][N:15]=[C:14]([CH3:18])[C:13]=2[CH3:19])=[CH:8][CH:7]=1.C(Cl)CCl.[CH3:58][C:59]1[O:60][C:61]([CH3:67])=[C:62]([C:64](O)=[O:65])[N:63]=1. Product: [Cl:52][C:47]1[CH:46]=[C:45]([CH:50]=[CH:49][C:48]=1[Cl:51])[CH2:44][O:43][C:40]1[CH:41]=[CH:42][C:37]([C@@H:35]2[CH2:34][O:33][C:29]3=[CH:30][C:31]4[CH2:32][C@@H:23]([C:21]([NH:20][C@@H:4]([CH2:5][C:6]5[CH:7]=[CH:8][C:9]([C:12]6[CH:17]=[CH:16][N:15]=[C:14]([CH3:18])[C:13]=6[CH3:19])=[CH:10][CH:11]=5)[C:3]([OH:2])=[O:53])=[O:22])[N:24]([C:64]([C:62]5[N:63]=[C:59]([CH3:58])[O:60][C:61]=5[CH3:67])=[O:65])[CH2:25][C:26]=4[CH:27]=[C:28]3[O:36]2)=[CH:38][CH:39]=1. The catalyst class is: 2.